Predict the reaction yield, written as a fraction of the theoretical maximum amount of product (1.0 means a 100% yield; for example, 0.34 means a 34% yield). From a dataset of Reaction yield outcomes from USPTO patents with 853,638 reactions. (1) The catalyst is C(O)(=O)C. The yield is 0.760. The product is [Br:1][C:2]1[CH:3]=[C:4]2[C:9](=[CH:10][CH:11]=1)[C:8]([N+:14]([O-:16])=[O:15])=[C:7]([O:12][CH3:13])[CH:6]=[CH:5]2. The reactants are [Br:1][C:2]1[CH:11]=[CH:10][C:9]2[C:4](=[CH:5][CH:6]=[C:7]([O:12][CH3:13])[CH:8]=2)[CH:3]=1.[N+:14]([O-])([OH:16])=[O:15]. (2) The reactants are C([O:8][C:9]1[C:10]([CH3:24])=[C:11]([CH3:23])[C:12]([N:16]2[CH2:21][CH2:20][N:19]([CH3:22])[CH2:18][CH2:17]2)=[N:13][C:14]=1[CH3:15])C1C=CC=CC=1. The catalyst is [Pd].CO. The product is [CH3:15][C:14]1[C:9]([OH:8])=[C:10]([CH3:24])[C:11]([CH3:23])=[C:12]([N:16]2[CH2:21][CH2:20][N:19]([CH3:22])[CH2:18][CH2:17]2)[N:13]=1. The yield is 0.990. (3) The reactants are C1(N)[C:6]([F:7])=[C:5](F)C(F)=C(N)C=1F.Cl.Cl.[NH:15]1[CH2:20][CH2:19][CH:18]([N:21]2[CH2:25][CH2:24][N:23]([CH2:26][CH2:27][CH2:28][N:29]3[CH2:34][CH2:33][CH2:32][CH2:31][CH2:30]3)[C:22]2=[C:35]([C:38]#[N:39])[C:36]#[N:37])[CH2:17][CH2:16]1.C(=O)([O-])[O-].[K+].[K+].BrCCF. The catalyst is CN(C=O)C.O. The product is [F:7][CH2:6][CH2:5][N:15]1[CH2:20][CH2:19][CH:18]([N:21]2[CH2:25][CH2:24][N:23]([CH2:26][CH2:27][CH2:28][N:29]3[CH2:34][CH2:33][CH2:32][CH2:31][CH2:30]3)[C:22]2=[C:35]([C:36]#[N:37])[C:38]#[N:39])[CH2:17][CH2:16]1. The yield is 0.190. (4) The reactants are C(O[C:5]1C=C[CH:8]=[CH:7][C:6]=1[C:11]1[CH:16]=[CH:15][CH:14]=[C:13]([N:17]2[C:21]3[CH:22]=[CH:23][C:24]([C:26]#N)=[CH:25][C:20]=3[N:19]=[CH:18]2)[CH:12]=1)(C)C.[CH3:28][CH:29]([CH2:31][AlH]CC(C)C)C.C1C[O:40]CC1. No catalyst specified. The product is [CH3:8][C:7]1[CH:31]=[CH:29][CH:28]=[CH:5][C:6]=1[C:11]1[CH:16]=[CH:15][CH:14]=[C:13]([N:17]2[C:21]3[CH:20]=[CH:25][C:24]([CH:26]=[O:40])=[CH:23][C:22]=3[N:19]=[CH:18]2)[CH:12]=1. The yield is 0.480. (5) The reactants are Br[C:2]1[CH:7]=[CH:6][C:5]([O:8][C:9]([F:15])([F:14])[C:10]([F:13])([F:12])[F:11])=[CH:4][CH:3]=1.C1COCC1.Cl[C:22]([O:24][CH2:25][CH3:26])=[O:23]. The catalyst is CCOC(C)=O. The product is [F:14][C:9]([F:15])([O:8][C:5]1[CH:6]=[CH:7][C:2]([C:22]([O:24][CH2:25][CH3:26])=[O:23])=[CH:3][CH:4]=1)[C:10]([F:13])([F:12])[F:11]. The yield is 0.500. (6) The product is [CH3:1][O:2][C:3](=[O:35])[C@H:4]([NH2:24])[CH2:5][C:6]1[CH:7]=[C:8]2[C:12](=[CH:13][CH:14]=1)[N:11]([S:15]([CH2:18][CH2:19][Si:20]([CH3:23])([CH3:22])[CH3:21])(=[O:16])=[O:17])[N:10]=[CH:9]2. The reactants are [CH3:1][O:2][C:3](=[O:35])[C@H:4]([NH:24]C(OCC1C=CC=CC=1)=O)[CH2:5][C:6]1[CH:7]=[C:8]2[C:12](=[CH:13][CH:14]=1)[N:11]([S:15]([CH2:18][CH2:19][Si:20]([CH3:23])([CH3:22])[CH3:21])(=[O:17])=[O:16])[N:10]=[CH:9]2.[H][H]. The yield is 0.960. The catalyst is [Pd].CO. (7) The reactants are [Br:1][C:2]1[C:8]([C:9]2[C:20]([CH3:21])=[N:19][C:12]3[N:13]=[C:14]([S:17][CH3:18])[N:15]=[CH:16][C:11]=3[CH:10]=2)=[CH:7][C:5]([NH2:6])=[C:4]([F:22])[CH:3]=1.C([O-])(O)=O.[Na+].Cl[C:29]([O:31][C:32]([CH3:34])=[CH2:33])=[O:30]. The catalyst is CCOC(C)=O. The product is [Br:1][C:2]1[C:8]([C:9]2[C:20]([CH3:21])=[N:19][C:12]3[N:13]=[C:14]([S:17][CH3:18])[N:15]=[CH:16][C:11]=3[CH:10]=2)=[CH:7][C:5]([NH:6][C:29](=[O:30])[O:31][C:32]([CH3:34])=[CH2:33])=[C:4]([F:22])[CH:3]=1. The yield is 1.00.